From a dataset of NCI-60 drug combinations with 297,098 pairs across 59 cell lines. Regression. Given two drug SMILES strings and cell line genomic features, predict the synergy score measuring deviation from expected non-interaction effect. (1) Drug 1: CN(CC1=CN=C2C(=N1)C(=NC(=N2)N)N)C3=CC=C(C=C3)C(=O)NC(CCC(=O)O)C(=O)O. Drug 2: C1CCC(C(C1)N)N.C(=O)(C(=O)[O-])[O-].[Pt+4]. Cell line: MDA-MB-231. Synergy scores: CSS=16.1, Synergy_ZIP=-5.67, Synergy_Bliss=0.0884, Synergy_Loewe=-2.29, Synergy_HSA=-2.49. (2) Drug 1: CC1C(C(CC(O1)OC2CC(CC3=C2C(=C4C(=C3O)C(=O)C5=C(C4=O)C(=CC=C5)OC)O)(C(=O)CO)O)N)O.Cl. Drug 2: CN(CC1=CN=C2C(=N1)C(=NC(=N2)N)N)C3=CC=C(C=C3)C(=O)NC(CCC(=O)O)C(=O)O. Cell line: DU-145. Synergy scores: CSS=64.5, Synergy_ZIP=0.764, Synergy_Bliss=2.37, Synergy_Loewe=3.68, Synergy_HSA=4.83. (3) Cell line: OVCAR3. Drug 1: CC1=C(C=C(C=C1)NC2=NC=CC(=N2)N(C)C3=CC4=NN(C(=C4C=C3)C)C)S(=O)(=O)N.Cl. Synergy scores: CSS=1.67, Synergy_ZIP=-1.17, Synergy_Bliss=-0.943, Synergy_Loewe=-2.01, Synergy_HSA=-1.68. Drug 2: C(CCl)NC(=O)N(CCCl)N=O. (4) Drug 2: CC12CCC3C(C1CCC2=O)CC(=C)C4=CC(=O)C=CC34C. Synergy scores: CSS=81.9, Synergy_ZIP=3.20, Synergy_Bliss=3.42, Synergy_Loewe=-5.02, Synergy_HSA=4.43. Cell line: K-562. Drug 1: CN1CCC(CC1)COC2=C(C=C3C(=C2)N=CN=C3NC4=C(C=C(C=C4)Br)F)OC. (5) Synergy scores: CSS=0.0915, Synergy_ZIP=-1.43, Synergy_Bliss=-3.39, Synergy_Loewe=-3.75, Synergy_HSA=-4.23. Drug 2: C1=NC2=C(N=C(N=C2N1C3C(C(C(O3)CO)O)F)Cl)N. Cell line: SR. Drug 1: CC1C(C(=O)NC(C(=O)N2CCCC2C(=O)N(CC(=O)N(C(C(=O)O1)C(C)C)C)C)C(C)C)NC(=O)C3=C4C(=C(C=C3)C)OC5=C(C(=O)C(=C(C5=N4)C(=O)NC6C(OC(=O)C(N(C(=O)CN(C(=O)C7CCCN7C(=O)C(NC6=O)C(C)C)C)C)C(C)C)C)N)C. (6) Cell line: SNB-75. Drug 1: CC1C(C(CC(O1)OC2CC(OC(C2O)C)OC3=CC4=CC5=C(C(=O)C(C(C5)C(C(=O)C(C(C)O)O)OC)OC6CC(C(C(O6)C)O)OC7CC(C(C(O7)C)O)OC8CC(C(C(O8)C)O)(C)O)C(=C4C(=C3C)O)O)O)O. Synergy scores: CSS=66.3, Synergy_ZIP=0.485, Synergy_Bliss=0.682, Synergy_Loewe=-23.3, Synergy_HSA=0.0220. Drug 2: CC12CCC3C(C1CCC2O)C(CC4=C3C=CC(=C4)O)CCCCCCCCCS(=O)CCCC(C(F)(F)F)(F)F.